Task: Predict the reactants needed to synthesize the given product.. Dataset: Full USPTO retrosynthesis dataset with 1.9M reactions from patents (1976-2016) The reactants are: [C:1]([C:3]1[CH:11]=[CH:10][C:9]2[NH:8][C:7]3[CH:12]([C:15]([O:17][CH2:18][CH3:19])=O)[CH2:13][CH2:14][C:6]=3[C:5]=2[CH:4]=1)#[N:2].[NH2:20][OH:21].[OH2:22]. Given the product [OH:21][N:20]=[C:1]([C:3]1[CH:11]=[CH:10][C:9]2[NH:8][C:7]3[CH:12]([C:15]([O:17][CH2:18][CH3:19])=[O:22])[CH2:13][CH2:14][C:6]=3[C:5]=2[CH:4]=1)[NH2:2], predict the reactants needed to synthesize it.